Task: Predict which catalyst facilitates the given reaction.. Dataset: Catalyst prediction with 721,799 reactions and 888 catalyst types from USPTO (1) Reactant: [CH2:1]([NH2:3])[CH3:2].[Si:4]([O:11][CH2:12][C@@H:13]1[CH2:17][C@@H:16](OS(C)(=O)=O)[CH2:15][N:14]1[C:23]([O:25][C:26]([CH3:29])([CH3:28])[CH3:27])=[O:24])([C:7]([CH3:10])([CH3:9])[CH3:8])([CH3:6])[CH3:5]. Product: [Si:4]([O:11][CH2:12][C@@H:13]1[CH2:17][C@H:16]([NH:3][CH2:1][CH3:2])[CH2:15][N:14]1[C:23]([O:25][C:26]([CH3:29])([CH3:28])[CH3:27])=[O:24])([C:7]([CH3:10])([CH3:9])[CH3:8])([CH3:6])[CH3:5]. The catalyst class is: 41. (2) Reactant: [C:1]([C:5]1[CH:6]=[C:7]([CH:35]=[CH:36][C:37]=1[OH:38])[O:8][C:9]1[N:14]=[C:13]([CH3:15])[C:12]([CH2:16][N:17]2[CH2:22][CH2:21][CH:20]([N:23]3[C@H:27]([C:28]4[CH:33]=[CH:32][CH:31]=[CH:30][CH:29]=4)[CH2:26][O:25][C:24]3=[O:34])[CH2:19][CH2:18]2)=[CH:11][CH:10]=1)([CH3:4])([CH3:3])[CH3:2].[H-].[Na+].Br[CH2:42][C:43]([O:45][C:46]([CH3:49])([CH3:48])[CH3:47])=[O:44]. Product: [C:46]([O:45][C:43](=[O:44])[CH2:42][O:38][C:37]1[CH:36]=[CH:35][C:7]([O:8][C:9]2[CH:10]=[CH:11][C:12]([CH2:16][N:17]3[CH2:22][CH2:21][CH:20]([N:23]4[C@H:27]([C:28]5[CH:33]=[CH:32][CH:31]=[CH:30][CH:29]=5)[CH2:26][O:25][C:24]4=[O:34])[CH2:19][CH2:18]3)=[C:13]([CH3:15])[N:14]=2)=[CH:6][C:5]=1[C:1]([CH3:4])([CH3:2])[CH3:3])([CH3:49])([CH3:48])[CH3:47]. The catalyst class is: 1. (3) Reactant: [CH3:1][C:2]([O:8][C:9]1[CH:14]=[CH:13][CH:12]=[CH:11][CH:10]=1)([CH3:7])[C:3]([O:5]C)=[O:4].[Li+].[OH-].Cl. Product: [CH3:7][C:2]([O:8][C:9]1[CH:14]=[CH:13][CH:12]=[CH:11][CH:10]=1)([CH3:1])[C:3]([OH:5])=[O:4]. The catalyst class is: 20.